This data is from Catalyst prediction with 721,799 reactions and 888 catalyst types from USPTO. The task is: Predict which catalyst facilitates the given reaction. (1) Reactant: [CH3:1][C:2]1[N:3]=[CH:4][O:5][C:6]=1[C:7]1[CH:15]=[CH:14][C:10]([C:11](Cl)=[O:12])=[CH:9][CH:8]=1.[C:16]([O:20][C:21]([N:23]1[CH2:28][CH2:27][CH:26]([NH:29][CH:30]2[CH2:32][CH2:31]2)[CH2:25][CH2:24]1)=[O:22])([CH3:19])([CH3:18])[CH3:17].C(N(C(C)C)C(C)C)C. Product: [C:16]([O:20][C:21]([N:23]1[CH2:28][CH2:27][CH:26]([N:29]([CH:30]2[CH2:31][CH2:32]2)[C:11](=[O:12])[C:10]2[CH:14]=[CH:15][C:7]([C:6]3[O:5][CH:4]=[N:3][C:2]=3[CH3:1])=[CH:8][CH:9]=2)[CH2:25][CH2:24]1)=[O:22])([CH3:19])([CH3:17])[CH3:18]. The catalyst class is: 4. (2) Reactant: [O:1]=[C:2]1[N:6]([C:7]2[CH:17]=[CH:16][C:10]([C:11]([O:13]CC)=O)=[CH:9][CH:8]=2)[CH2:5][CH2:4][O:3]1.[OH-].[Na+].Cl.[CH3:21][C:22]1[CH:27]=[C:26]([CH3:28])[CH:25]=[C:24]([CH3:29])[C:23]=1[N:30]1[CH2:35][CH2:34][NH:33][CH2:32][CH2:31]1.O.[Cl-].COC1N=C(OC)N=C([N+]2(C)CCOCC2)N=1. Product: [CH3:29][C:24]1[CH:25]=[C:26]([CH3:28])[CH:27]=[C:22]([CH3:21])[C:23]=1[N:30]1[CH2:31][CH2:32][N:33]([C:11]([C:10]2[CH:9]=[CH:8][C:7]([N:6]3[CH2:5][CH2:4][O:3][C:2]3=[O:1])=[CH:17][CH:16]=2)=[O:13])[CH2:34][CH2:35]1. The catalyst class is: 8.